Dataset: Forward reaction prediction with 1.9M reactions from USPTO patents (1976-2016). Task: Predict the product of the given reaction. (1) Given the reactants C([O-])(=[O:3])C.[K+].Cl[C:7]1[N:12]=[N:11][C:10]([N:13]2[CH2:18][CH2:17][CH:16]([N:19]3[CH2:25][CH2:24][C:23]4[CH:26]=[C:27]([O:30][CH3:31])[CH:28]=[CH:29][C:22]=4[NH:21][C:20]3=[O:32])[CH2:15][CH2:14]2)=[CH:9][C:8]=1[C:33]([C:35]1[CH:44]=[C:43]([CH3:45])[C:38]2[NH:39][C:40](=[O:42])[O:41][C:37]=2[CH:36]=1)=[O:34], predict the reaction product. The product is: [CH3:31][O:30][C:27]1[CH:28]=[CH:29][C:22]2[NH:21][C:20](=[O:32])[N:19]([CH:16]3[CH2:15][CH2:14][N:13]([C:10]4[N:11]=[N:12][C:7](=[O:3])[CH:8]([C:33]([C:35]5[CH:44]=[C:43]([CH3:45])[C:38]6[NH:39][C:40](=[O:42])[O:41][C:37]=6[CH:36]=5)=[O:34])[CH:9]=4)[CH2:18][CH2:17]3)[CH2:25][CH2:24][C:23]=2[CH:26]=1. (2) Given the reactants C1(O[C:8](=[O:16])[NH:9][C:10]2[CH:15]=[CH:14][N:13]=[CH:12][N:11]=2)C=CC=CC=1.[N:17]1([CH2:23][C:24]2[CH:25]=[N:26][C:27]3[C:32]([CH:33]=2)=[CH:31][CH:30]=[CH:29][CH:28]=3)[CH2:22][CH2:21][NH:20][CH2:19][CH2:18]1, predict the reaction product. The product is: [N:13]1[CH:14]=[CH:15][C:10]([NH:9][C:8]([N:20]2[CH2:21][CH2:22][N:17]([CH2:23][C:24]3[CH:25]=[N:26][C:27]4[C:32]([CH:33]=3)=[CH:31][CH:30]=[CH:29][CH:28]=4)[CH2:18][CH2:19]2)=[O:16])=[N:11][CH:12]=1. (3) Given the reactants [OH-].[K+].[Br:3][C:4]1[CH:9]=[C:8]([C:10]([O:12]C)=[O:11])[CH:7]=[CH:6][C:5]=1[C:14]([O:16][CH3:17])=[O:15], predict the reaction product. The product is: [Br:3][C:4]1[CH:9]=[C:8]([CH:7]=[CH:6][C:5]=1[C:14]([O:16][CH3:17])=[O:15])[C:10]([OH:12])=[O:11]. (4) Given the reactants [H-].[H-].[H-].[H-].[Li+].[Al+3].[Br:7][C:8]1[CH:17]=[CH:16][C:11]([O:12][CH2:13][C:14]#[N:15])=[C:10]([CH2:18][N:19]2[CH2:24][CH2:23][C:22]([C:26]3[CH:31]=[CH:30][C:29]([Br:32])=[CH:28][CH:27]=3)([OH:25])[CH2:21][CH2:20]2)[CH:9]=1, predict the reaction product. The product is: [NH2:15][CH2:14][CH2:13][O:12][C:11]1[CH:16]=[CH:17][C:8]([Br:7])=[CH:9][C:10]=1[CH2:18][N:19]1[CH2:20][CH2:21][C:22]([C:26]2[CH:27]=[CH:28][C:29]([Br:32])=[CH:30][CH:31]=2)([OH:25])[CH2:23][CH2:24]1.